This data is from Peptide-MHC class I binding affinity with 185,985 pairs from IEDB/IMGT. The task is: Regression. Given a peptide amino acid sequence and an MHC pseudo amino acid sequence, predict their binding affinity value. This is MHC class I binding data. The peptide sequence is MIYELCTFR. The MHC is HLA-B44:02 with pseudo-sequence HLA-B44:02. The binding affinity (normalized) is 0.0847.